This data is from Forward reaction prediction with 1.9M reactions from USPTO patents (1976-2016). The task is: Predict the product of the given reaction. (1) The product is: [C:3]([O:7][C:8]([NH:10][C:19]1[CH:18]=[CH:17][C:16]([F:20])=[CH:15][C:14]=1[C:13]([CH3:22])([CH3:21])[CH2:12][C:11]([OH:23])=[O:1])=[O:9])([CH3:6])([CH3:5])[CH3:4]. Given the reactants [OH-:1].[Li+].[C:3]([O:7][C:8]([N:10]1[C:19]2[C:14](=[CH:15][C:16]([F:20])=[CH:17][CH:18]=2)[C:13]([CH3:22])([CH3:21])[CH2:12][C:11]1=[O:23])=[O:9])([CH3:6])([CH3:5])[CH3:4], predict the reaction product. (2) Given the reactants Br[C:2]1[C:3]([CH3:22])=[N:4][N:5]([CH2:14][CH:15]2[CH2:20][CH2:19][CH:18]([OH:21])[CH2:17][CH2:16]2)[C:6]=1[C:7]1[CH:12]=[CH:11][C:10]([F:13])=[CH:9][CH:8]=1.CC1(C)C(C)(C)OB([C:31]2[CH:32]=[CH:33][C:34]3[O:39][CH2:38][C:37](=[O:40])[NH:36][C:35]=3[CH:41]=2)O1.C(=O)([O-])[O-].[Cs+].[Cs+], predict the reaction product. The product is: [F:13][C:10]1[CH:11]=[CH:12][C:7]([C:6]2[N:5]([CH2:14][C@H:15]3[CH2:20][CH2:19][C@@H:18]([OH:21])[CH2:17][CH2:16]3)[N:4]=[C:3]([CH3:22])[C:2]=2[C:31]2[CH:32]=[CH:33][C:34]3[O:39][CH2:38][C:37](=[O:40])[NH:36][C:35]=3[CH:41]=2)=[CH:8][CH:9]=1. (3) Given the reactants [CH3:1][N:2]([CH2:10][CH:11]=O)[C:3](=[O:9])[O:4][C:5]([CH3:8])([CH3:7])[CH3:6].[OH:13][C:14]([C:31]1[S:32][CH:33]=[CH:34][CH:35]=1)([C:26]1[S:27][CH:28]=[CH:29][CH:30]=1)[C:15]([O:17][C@H:18]1[CH2:23][CH2:22][C@H:21]([NH:24][CH3:25])[CH2:20][CH2:19]1)=[O:16].[BH-](OC(C)=O)(OC(C)=O)OC(C)=O.[Na+], predict the reaction product. The product is: [OH:13][C:14]([C:26]1[S:27][CH:28]=[CH:29][CH:30]=1)([C:31]1[S:32][CH:33]=[CH:34][CH:35]=1)[C:15]([O:17][C@H:18]1[CH2:19][CH2:20][C@H:21]([N:24]([CH2:11][CH2:10][N:2]([C:3]([O:4][C:5]([CH3:6])([CH3:7])[CH3:8])=[O:9])[CH3:1])[CH3:25])[CH2:22][CH2:23]1)=[O:16]. (4) Given the reactants [O:1]1[CH2:6][CH2:5][C:4](C(O)=O)([C:7]([OH:9])=[O:8])[CH2:3][CH2:2]1.N1C=CC=CC=1.O.Cl, predict the reaction product. The product is: [O:1]1[CH2:6][CH2:5][CH:4]([C:7]([OH:9])=[O:8])[CH2:3][CH2:2]1. (5) Given the reactants [Si:1]([O:18][CH2:19][C:20]1[O:24][C:23]([C@@H:25]2[CH2:29][CH2:28][CH2:27][N:26]2C(OC(C)(C)C)=O)=[N:22][N:21]=1)([C:14]([CH3:17])([CH3:16])[CH3:15])([C:8]1[CH:13]=[CH:12][CH:11]=[CH:10][CH:9]=1)[C:2]1[CH:7]=[CH:6][CH:5]=[CH:4][CH:3]=1.OP(O)(O)=O.[OH-].[Na+], predict the reaction product. The product is: [Si:1]([O:18][CH2:19][C:20]1[O:24][C:23]([C@@H:25]2[CH2:29][CH2:28][CH2:27][NH:26]2)=[N:22][N:21]=1)([C:14]([CH3:17])([CH3:16])[CH3:15])([C:2]1[CH:3]=[CH:4][CH:5]=[CH:6][CH:7]=1)[C:8]1[CH:9]=[CH:10][CH:11]=[CH:12][CH:13]=1. (6) Given the reactants C([O:5][C:6](=[O:36])[CH2:7][O:8][C:9]1[C:18]2[CH2:17][CH2:16][CH2:15][C@@H:14]([NH:19][S:20]([C:23]3[CH:28]=[CH:27][C:26]([C:29]4[CH:34]=[CH:33][CH:32]=[CH:31][C:30]=4[Cl:35])=[CH:25][CH:24]=3)(=[O:22])=[O:21])[C:13]=2[CH:12]=[CH:11][CH:10]=1)(C)(C)C.[OH-].[Li+], predict the reaction product. The product is: [Cl:35][C:30]1[CH:31]=[CH:32][CH:33]=[CH:34][C:29]=1[C:26]1[CH:27]=[CH:28][C:23]([S:20]([NH:19][C@@H:14]2[CH2:15][CH2:16][CH2:17][C:18]3[C:9]([O:8][CH2:7][C:6]([OH:36])=[O:5])=[CH:10][CH:11]=[CH:12][C:13]2=3)(=[O:21])=[O:22])=[CH:24][CH:25]=1.